This data is from Reaction yield outcomes from USPTO patents with 853,638 reactions. The task is: Predict the reaction yield, written as a fraction of the theoretical maximum amount of product (1.0 means a 100% yield; for example, 0.34 means a 34% yield). (1) The reactants are [CH3:1][O:2][C:3]([CH3:7])([CH3:6])[C:4]#[CH:5].Br[C:9]1[CH:30]=[CH:29][C:12]([C:13]([NH:15][S:16]([C:19]2[CH:24]=[CH:23][CH:22]=[CH:21][C:20]=2[S:25](=[O:28])(=[O:27])[NH2:26])(=[O:18])=[O:17])=[O:14])=[CH:11][CH:10]=1. No catalyst specified. The product is [CH3:1][O:2][C:3]([CH3:7])([CH3:6])[C:4]#[C:5][C:9]1[CH:30]=[CH:29][C:12]([C:13]([NH:15][S:16]([C:19]2[CH:24]=[CH:23][CH:22]=[CH:21][C:20]=2[S:25](=[O:28])(=[O:27])[NH2:26])(=[O:17])=[O:18])=[O:14])=[CH:11][CH:10]=1. The yield is 0.360. (2) The reactants are [H-].[Na+].[F:3][C:4]1[CH:5]=[C:6]([CH:11]([OH:16])[C:12]([F:15])([F:14])[F:13])[CH:7]=[CH:8][C:9]=1[F:10].[Cl:17][C:18]1[CH:23]=[C:22](Cl)[N:21]=[CH:20][N:19]=1. The catalyst is C1COCC1. The product is [Cl:17][C:18]1[CH:23]=[C:22]([O:16][CH:11]([C:6]2[CH:7]=[CH:8][C:9]([F:10])=[C:4]([F:3])[CH:5]=2)[C:12]([F:13])([F:14])[F:15])[N:21]=[CH:20][N:19]=1. The yield is 0.700. (3) The product is [F:1][C:2]1[CH:10]=[C:9]([F:11])[C:8]([NH2:12])=[CH:7][C:3]=1[C:4]([OH:6])=[O:5]. The yield is 0.970. The catalyst is C(O)C.[Pd]. The reactants are [F:1][C:2]1[CH:10]=[C:9]([F:11])[C:8]([N+:12]([O-])=O)=[CH:7][C:3]=1[C:4]([OH:6])=[O:5]. (4) The reactants are [C:1](#[N:8])[C:2]1[CH:7]=[CH:6][CH:5]=[CH:4][CH:3]=1.[ClH:9].[NH2:10]O.C(=O)([O-])[O-].[K+].[K+].[CH2:18]([OH:20])[CH3:19]. The catalyst is O. The product is [Cl:9][CH2:19][C:18]1[O:20][N:10]=[C:1]([C:2]2[CH:7]=[CH:6][CH:5]=[CH:4][CH:3]=2)[N:8]=1. The yield is 0.510. (5) The reactants are Br.Br[CH2:3][C:4]([C:6]1[CH:11]=[CH:10][N:9]=[CH:8][CH:7]=1)=O.[CH2:12]([O:14][C:15]1[CH:16]=[C:17]([CH:21]=[CH:22][C:23]=1[O:24][CH2:25][CH3:26])[C:18]([NH2:20])=[O:19])[CH3:13].C([O-])(O)=O.[Na+]. The catalyst is CN(C=O)C. The product is [CH2:12]([O:14][C:15]1[CH:16]=[C:17]([C:18]2[O:19][CH:3]=[C:4]([C:6]3[CH:11]=[CH:10][N:9]=[CH:8][CH:7]=3)[N:20]=2)[CH:21]=[CH:22][C:23]=1[O:24][CH2:25][CH3:26])[CH3:13]. The yield is 0.0270. (6) The reactants are [C:1]([C:3]1[CH:8]=[CH:7][C:6]([NH:9][C@H:10]([C@H:27]([OH:29])[CH3:28])[C:11]([NH:13][NH:14][C:15](=[O:26])[C:16]2[CH:21]=[CH:20][C:19]([S:22]([CH3:25])(=[O:24])=[O:23])=[CH:18][CH:17]=2)=[O:12])=[CH:5][C:4]=1[C:30]([F:33])([F:32])[F:31])#[N:2].N1C=CN=C1.[CH3:39][C:40]([Si:43](Cl)([CH3:45])[CH3:44])([CH3:42])[CH3:41]. The catalyst is CN(C=O)C. The product is [Si:43]([O:29][C@H:27]([CH3:28])[C@@H:10]([NH:9][C:6]1[CH:7]=[CH:8][C:3]([C:1]#[N:2])=[C:4]([C:30]([F:33])([F:32])[F:31])[CH:5]=1)[C:11]([NH:13][NH:14][C:15](=[O:26])[C:16]1[CH:17]=[CH:18][C:19]([S:22]([CH3:25])(=[O:24])=[O:23])=[CH:20][CH:21]=1)=[O:12])([C:40]([CH3:42])([CH3:41])[CH3:39])([CH3:45])[CH3:44]. The yield is 0.830.